From a dataset of Experimentally validated miRNA-target interactions with 360,000+ pairs, plus equal number of negative samples. Binary Classification. Given a miRNA mature sequence and a target amino acid sequence, predict their likelihood of interaction. The miRNA is hsa-miR-425-5p with sequence AAUGACACGAUCACUCCCGUUGA. The protein sequence of the target gene is MEKRLGVKPSPASWVLPGYCWQTSVKLPRSLYLLYSFFCFSVLWLSTDADESRCQQGKTLYGAGLRTEGENHLRLLAGSLPFHACRAACCRDSACHALWWLEGMCFQADCSKPQSCQPFRTDSSNSMLIIFQKSQTTDDLGLLPEDDEPHLLRLGWGRTSWRRQSLLGAPLTLSVPSSHHQSLLRDRQKRDLSVVPTHGAMQHSKVNHSEEAGALSPTSAEVRKTITVAGSFTSNHTTQTPEWPKNVSIHPEPSEHSSPVSGTPQVKSTEHSPTDAPLPVAPSYSYATPTPQASSQSTSA.... Result: 0 (no interaction).